From a dataset of Forward reaction prediction with 1.9M reactions from USPTO patents (1976-2016). Predict the product of the given reaction. (1) Given the reactants [CH2:1]([NH:3][C:4]1[CH:9]=[C:8]([O:10][CH3:11])[CH:7]=[CH:6][C:5]=1[C@@H:12]1[CH2:21][CH2:20][C:19]2[CH:18]=[C:17]([O:22]C(=O)C(C)(C)C)[CH:16]=[CH:15][C:14]=2[CH2:13]1)[CH3:2].C(OC(=O)[NH:35][C:36]([CH3:48])([CH3:47])[CH2:37][O:38][C:39]1[CH:44]=[CH:43][C:42]([CH:45]=O)=[CH:41][CH:40]=1)(C)(C)C, predict the reaction product. The product is: [NH2:35][C:36]([CH3:48])([CH3:47])[CH2:37][O:38][C:39]1[CH:44]=[CH:43][C:42]([CH2:45][CH2:2][CH2:1][NH:3][C:4]2[CH:9]=[C:8]([O:10][CH3:11])[CH:7]=[CH:6][C:5]=2[C@@H:12]2[CH2:21][CH2:20][C:19]3[CH:18]=[C:17]([OH:22])[CH:16]=[CH:15][C:14]=3[CH2:13]2)=[CH:41][CH:40]=1. (2) The product is: [CH2:32]=[CH:33][CH2:1][N:2]1[C@@H:12]2[CH2:13][C:14]3[CH:19]=[CH:18][C:17]([OH:20])=[C:16]4[O:21][C@H:6]5[C:7]([CH2:9][CH2:10][C@:11]2([OH:22])[C@:5]5([C:15]=34)[CH2:4][CH2:3]1)=[O:8]. Given the reactants [CH3:1][N:2]1[C@@H:12]2[CH2:13][C:14]3[CH:19]=[CH:18][C:17]([OH:20])=[C:16]4[O:21][C@H:6]5[C:7]([CH:9]=[CH:10][C@:11]2([OH:22])[C@:5]5([C:15]=34)[CH2:4][CH2:3]1)=[O:8].C(=O)(O)[O-].[Na+].[I-].[Na+].[Br-].Cl.[CH2:32](O)[CH3:33], predict the reaction product. (3) Given the reactants [Br:1][C:2]1[CH:3]=[C:4]2[C:8](=[CH:9][C:10]=1[N+:11]([O-:13])=[O:12])[NH:7][N:6]=[C:5]2[I:14].[H-].[Na+].[C:17](Cl)([C:30]1[CH:35]=[CH:34][CH:33]=[CH:32][CH:31]=1)([C:24]1[CH:29]=[CH:28][CH:27]=[CH:26][CH:25]=1)[C:18]1[CH:23]=[CH:22][CH:21]=[CH:20][CH:19]=1.O, predict the reaction product. The product is: [Br:1][C:2]1[CH:3]=[C:4]2[C:8](=[CH:9][C:10]=1[N+:11]([O-:13])=[O:12])[N:7]([C:17]([C:18]1[CH:23]=[CH:22][CH:21]=[CH:20][CH:19]=1)([C:30]1[CH:31]=[CH:32][CH:33]=[CH:34][CH:35]=1)[C:24]1[CH:25]=[CH:26][CH:27]=[CH:28][CH:29]=1)[N:6]=[C:5]2[I:14]. (4) Given the reactants [Br:1][C:2]1[CH:3]=[C:4]2[C:10]([I:11])=[CH:9][NH:8][C:5]2=[N:6][CH:7]=1.[C:12]1([CH3:22])[CH:17]=[CH:16][C:15]([S:18](Cl)(=[O:20])=[O:19])=[CH:14][CH:13]=1, predict the reaction product. The product is: [Br:1][C:2]1[CH:3]=[C:4]2[C:10]([I:11])=[CH:9][N:8]([S:18]([C:15]3[CH:16]=[CH:17][C:12]([CH3:22])=[CH:13][CH:14]=3)(=[O:20])=[O:19])[C:5]2=[N:6][CH:7]=1. (5) Given the reactants [N:1]1[C:10]2[CH:9]=[CH:8][CH:7]=[C:6]([C:11]([OH:13])=O)[C:5]=2[CH:4]=[CH:3][CH:2]=1.N1C2C=CC=C(C(Cl)=O)C=2C=CC=1.[CH3:27][O:28][CH2:29][CH2:30][N:31]1[C:35]([CH3:36])=[C:34]([CH3:37])[S:33][C:32]1=[NH:38].CCN(CC)CC, predict the reaction product. The product is: [CH3:27][O:28][CH2:29][CH2:30][N:31]1[C:35]([CH3:36])=[C:34]([CH3:37])[S:33]/[C:32]/1=[N:38]\[C:11]([C:6]1[C:5]2[CH:4]=[CH:3][CH:2]=[N:1][C:10]=2[CH:9]=[CH:8][CH:7]=1)=[O:13]. (6) Given the reactants C(OC([NH:8][C:9]1[CH:14]=[CH:13][C:12]([S:15][C:16]2[CH:24]=[CH:23][C:19]([C:20]([OH:22])=[O:21])=[CH:18][C:17]=2[NH:25][C:26]2[C:27]3[CH:35]=[C:34]([F:36])[C:33]([CH:37]([CH3:39])[CH3:38])=[N:32][C:28]=3[N:29]=[CH:30][N:31]=2)=[CH:11][CH:10]=1)=O)(C)(C)C.FC(F)(F)C(O)=O, predict the reaction product. The product is: [NH2:8][C:9]1[CH:14]=[CH:13][C:12]([S:15][C:16]2[CH:24]=[CH:23][C:19]([C:20]([OH:22])=[O:21])=[CH:18][C:17]=2[NH:25][C:26]2[C:27]3[CH:35]=[C:34]([F:36])[C:33]([CH:37]([CH3:39])[CH3:38])=[N:32][C:28]=3[N:29]=[CH:30][N:31]=2)=[CH:11][CH:10]=1. (7) Given the reactants [C:1]([C:4]([NH:7][C:8](=[O:11])[O:9][CH3:10])([CH3:6])[CH3:5])([OH:3])=O.CC[N:14]([CH:18]([CH3:20])[CH3:19])[CH:15]([CH3:17])[CH3:16].[CH3:21][C@H:22]1[O:27][C@@H:26]([CH3:28])[CH2:25][NH:24][CH2:23]1.[CH3:29]N(C(ON1N=NC2C=CC(=CC1=2)Cl)=[N+](C)C)C.F[P-](F)(F)(F)(F)F, predict the reaction product. The product is: [CH3:20][C:18]1[CH:19]=[C:10]([O:9][C:8](=[O:11])[N:7]([CH3:29])[C:4]([CH3:6])([CH3:5])[C:1]([N:24]2[CH2:25][C@H:26]([CH3:28])[O:27][C@H:22]([CH3:21])[CH2:23]2)=[O:3])[CH:17]=[C:15]([CH3:16])[N:14]=1. (8) Given the reactants [O-2].[Cr+3].[O-2].[O-2].[Cr+3].[Cr:6]([O:10][Cr:11]([O-:14])(=[O:13])=[O:12])([O-:9])(=[O:8])=[O:7].[NH4+:15].[NH4+].[Cl-:17].[Na+:18], predict the reaction product. The product is: [Cr:6]([O:10][Cr:11]([O-:14])(=[O:13])=[O:12])([O-:9])(=[O:8])=[O:7].[Na+:18].[Na+:18].[Cl-:17].[NH4+:15]. (9) Given the reactants C(OC([N:8]1[CH2:13][CH2:12][N:11]([C:14]2[CH:19]=[CH:18][C:17]([C:20]3[S:21][CH:22]=[CH:23][N:24]=3)=[CH:16][C:15]=2[CH:25]2[CH2:30][C:29]([CH3:32])([CH3:31])[CH2:28][C:27]([CH3:34])([CH3:33])[CH2:26]2)[CH2:10][CH2:9]1)=O)(C)(C)C.FC(F)(F)C(O)=O.ClCCl.[OH-].[Na+], predict the reaction product. The product is: [CH3:31][C:29]1([CH3:32])[CH2:28][C:27]([CH3:33])([CH3:34])[CH2:26][CH:25]([C:15]2[CH:16]=[C:17]([C:20]3[S:21][CH:22]=[CH:23][N:24]=3)[CH:18]=[CH:19][C:14]=2[N:11]2[CH2:12][CH2:13][NH:8][CH2:9][CH2:10]2)[CH2:30]1.